This data is from NCI-60 drug combinations with 297,098 pairs across 59 cell lines. The task is: Regression. Given two drug SMILES strings and cell line genomic features, predict the synergy score measuring deviation from expected non-interaction effect. (1) Drug 1: C1=NC2=C(N=C(N=C2N1C3C(C(C(O3)CO)O)F)Cl)N. Drug 2: C#CCC(CC1=CN=C2C(=N1)C(=NC(=N2)N)N)C3=CC=C(C=C3)C(=O)NC(CCC(=O)O)C(=O)O. Cell line: 786-0. Synergy scores: CSS=70.6, Synergy_ZIP=25.6, Synergy_Bliss=1.09, Synergy_Loewe=40.9, Synergy_HSA=0.707. (2) Drug 2: CCCCC(=O)OCC(=O)C1(CC(C2=C(C1)C(=C3C(=C2O)C(=O)C4=C(C3=O)C=CC=C4OC)O)OC5CC(C(C(O5)C)O)NC(=O)C(F)(F)F)O. Synergy scores: CSS=21.0, Synergy_ZIP=7.22, Synergy_Bliss=12.5, Synergy_Loewe=2.50, Synergy_HSA=2.87. Drug 1: CC1=C(C=C(C=C1)NC(=O)C2=CC=C(C=C2)CN3CCN(CC3)C)NC4=NC=CC(=N4)C5=CN=CC=C5. Cell line: EKVX. (3) Drug 1: C1=CN(C(=O)N=C1N)C2C(C(C(O2)CO)O)O.Cl. Drug 2: C1CNP(=O)(OC1)N(CCCl)CCCl. Cell line: 786-0. Synergy scores: CSS=8.87, Synergy_ZIP=-3.83, Synergy_Bliss=0.0124, Synergy_Loewe=-20.6, Synergy_HSA=-2.48. (4) Drug 1: C1=NC2=C(N1)C(=S)N=CN2. Drug 2: CCN(CC)CCCC(C)NC1=C2C=C(C=CC2=NC3=C1C=CC(=C3)Cl)OC. Cell line: SNB-19. Synergy scores: CSS=25.0, Synergy_ZIP=-4.18, Synergy_Bliss=4.07, Synergy_Loewe=1.80, Synergy_HSA=4.58. (5) Drug 1: CCN(CC)CCNC(=O)C1=C(NC(=C1C)C=C2C3=C(C=CC(=C3)F)NC2=O)C. Drug 2: C1=CN(C=N1)CC(O)(P(=O)(O)O)P(=O)(O)O. Cell line: CCRF-CEM. Synergy scores: CSS=-15.5, Synergy_ZIP=7.39, Synergy_Bliss=-2.47, Synergy_Loewe=-12.0, Synergy_HSA=-14.9.